This data is from Full USPTO retrosynthesis dataset with 1.9M reactions from patents (1976-2016). The task is: Predict the reactants needed to synthesize the given product. (1) Given the product [F:21][C:9]1[CH:8]=[C:4]([C:5]([N:26]2[CH2:27][CH2:28][N:23]([CH3:22])[CH2:24][CH2:25]2)=[O:7])[CH:3]=[C:2]([F:1])[C:10]=1[NH:11][CH2:12][C:13]1[CH:18]=[CH:17][C:16]([O:19][CH3:20])=[CH:15][CH:14]=1, predict the reactants needed to synthesize it. The reactants are: [F:1][C:2]1[CH:3]=[C:4]([CH:8]=[C:9]([F:21])[C:10]=1[NH:11][CH2:12][C:13]1[CH:18]=[CH:17][C:16]([O:19][CH3:20])=[CH:15][CH:14]=1)[C:5]([OH:7])=O.[CH3:22][N:23]1[CH2:28][CH2:27][NH:26][CH2:25][CH2:24]1. (2) Given the product [Br:1][C:2]1[CH:3]=[CH:4][C:5]([NH:12][CH2:11][CH2:9][OH:10])=[N:6][CH:7]=1, predict the reactants needed to synthesize it. The reactants are: [Br:1][C:2]1[CH:3]=[CH:4][C:5](F)=[N:6][CH:7]=1.[CH2:9]([CH2:11][NH2:12])[OH:10]. (3) Given the product [Cl:21][C:22]1[CH:27]=[C:26]([C:28]([F:30])([F:29])[F:31])[CH:25]=[CH:24][C:23]=1[S:32]([NH:20][C:4]1[CH:5]=[C:6]([Cl:19])[C:7]([CH2:8][C:9]2[CH:18]=[CH:17][C:16]3[C:11](=[CH:12][CH:13]=[CH:14][CH:15]=3)[N:10]=2)=[C:2]([Cl:1])[CH:3]=1)(=[O:34])=[O:33], predict the reactants needed to synthesize it. The reactants are: [Cl:1][C:2]1[CH:3]=[C:4]([NH2:20])[CH:5]=[C:6]([Cl:19])[C:7]=1[CH2:8][C:9]1[CH:18]=[CH:17][C:16]2[C:11](=[CH:12][CH:13]=[CH:14][CH:15]=2)[N:10]=1.[Cl:21][C:22]1[CH:27]=[C:26]([C:28]([F:31])([F:30])[F:29])[CH:25]=[CH:24][C:23]=1[S:32](Cl)(=[O:34])=[O:33]. (4) Given the product [CH2:1]([O:3][C:4](=[O:7])[C:19](=[CH2:20])[CH:8]([OH:12])[CH:9]([CH3:11])[CH3:10])[CH3:2], predict the reactants needed to synthesize it. The reactants are: [CH2:1]([O:3][C:4](=[O:7])C=C)[CH3:2].[CH:8](=[O:12])[CH:9]([CH3:11])[CH3:10].C1N2[CH2:19][CH2:20]N(CC2)C1.C([O-])(=O)C=C.